This data is from Peptide-MHC class II binding affinity with 134,281 pairs from IEDB. The task is: Regression. Given a peptide amino acid sequence and an MHC pseudo amino acid sequence, predict their binding affinity value. This is MHC class II binding data. (1) The peptide sequence is TTSVIPAARLFKAFI. The MHC is DRB5_0101 with pseudo-sequence DRB5_0101. The binding affinity (normalized) is 0.678. (2) The peptide sequence is EAKITMLTNGQCQNI. The MHC is HLA-DQA10301-DQB10302 with pseudo-sequence HLA-DQA10301-DQB10302. The binding affinity (normalized) is 0.390. (3) The peptide sequence is TLWQRPFVTIKIGGQLKEAL. The MHC is HLA-DQA10101-DQB10501 with pseudo-sequence HLA-DQA10101-DQB10501. The binding affinity (normalized) is 0.341. (4) The peptide sequence is EMLQNIFAIFRQDSS. The MHC is DRB1_0701 with pseudo-sequence DRB1_0701. The binding affinity (normalized) is 0.251. (5) The MHC is HLA-DQA10501-DQB10303 with pseudo-sequence HLA-DQA10501-DQB10303. The peptide sequence is APCRIPVIVADDLTA. The binding affinity (normalized) is 0.483.